From a dataset of Forward reaction prediction with 1.9M reactions from USPTO patents (1976-2016). Predict the product of the given reaction. Given the reactants [Cl:1][C:2]1[N:3]([CH2:10][C@:11]([OH:15])([CH3:14])[CH2:12][OH:13])[CH:4]=[C:5]([N+:7]([O-:9])=[O:8])[N:6]=1.C(N(CC)C(C)C)(C)C.Cl[CH2:26][O:27][CH3:28], predict the reaction product. The product is: [Cl:1][C:2]1[N:3]([CH2:10][C@:11]([OH:15])([CH3:14])[CH2:12][O:13][CH2:26][O:27][CH3:28])[CH:4]=[C:5]([N+:7]([O-:9])=[O:8])[N:6]=1.